Dataset: Forward reaction prediction with 1.9M reactions from USPTO patents (1976-2016). Task: Predict the product of the given reaction. (1) Given the reactants C(N(CC)CC)C.Cl.Cl.[CH2:10]([N:17]1[CH2:24][CH:23]2[CH:19]([CH2:20][NH:21][CH2:22]2)[CH2:18]1)[C:11]1[CH:16]=[CH:15][CH:14]=[CH:13][CH:12]=1.[N:25]([C:28]1[CH:33]=[CH:32][C:31]([O:34][C:35]2[CH:40]=[CH:39][CH:38]=[CH:37][CH:36]=2)=[CH:30][CH:29]=1)=[C:26]=[O:27], predict the reaction product. The product is: [O:34]([C:31]1[CH:30]=[CH:29][C:28]([NH:25][C:26]([N:21]2[CH2:20][CH:19]3[CH:23]([CH2:24][N:17]([CH2:10][C:11]4[CH:16]=[CH:15][CH:14]=[CH:13][CH:12]=4)[CH2:18]3)[CH2:22]2)=[O:27])=[CH:33][CH:32]=1)[C:35]1[CH:36]=[CH:37][CH:38]=[CH:39][CH:40]=1. (2) The product is: [C:24]([C:13]1[CH:14]=[N:15][C:16]2[C:21]([C:12]=1[CH2:11][CH2:10][C:5]13[CH2:8][CH2:9][C:2]([NH:1][C:27](=[O:29])[O:30][C:2]([CH3:9])([CH3:7])[CH3:3])([CH2:7][CH2:6]1)[CH2:3][O:4]3)=[N:20][C:19]([OH:22])=[CH:18][CH:17]=2)#[N:25]. Given the reactants [NH2:1][C:2]12[CH2:9][CH2:8][C:5]([CH2:10][CH2:11][C:12]3[C:21]4[C:16](=[CH:17][CH:18]=[C:19]([O:22]C)[N:20]=4)[N:15]=[CH:14][C:13]=3[C:24]#[N:25])([CH2:6][CH2:7]1)[O:4][CH2:3]2.Br.[C:27]([OH:30])(=[O:29])C, predict the reaction product. (3) Given the reactants C(OC(=O)[NH:7][C:8]1[CH:13]=[CH:12][C:11]([CH:14]([CH3:16])[CH3:15])=[CH:10][C:9]=1[NH:17][C:18](=[O:30])[CH2:19][C:20]([C:22]1[CH:27]=[CH:26][N:25]=[C:24]([C:28]#[N:29])[CH:23]=1)=O)(C)(C)C.C(O)(C(F)(F)F)=O, predict the reaction product. The product is: [CH:14]([C:11]1[CH:12]=[CH:13][C:8]2[N:7]=[C:20]([C:22]3[CH:27]=[CH:26][N:25]=[C:24]([C:28]#[N:29])[CH:23]=3)[CH2:19][C:18](=[O:30])[NH:17][C:9]=2[CH:10]=1)([CH3:16])[CH3:15]. (4) Given the reactants [C:1]([CH:5]1[CH2:14][CH2:13][C:12]2[N:11]=[C:10]3[S:15][C:16]([C:18]4[NH:22][C:21]([CH2:23]O)=[CH:20][N:19]=4)=[CH:17][C:9]3=[CH:8][C:7]=2[CH2:6]1)([CH3:4])([CH3:3])[CH3:2].[N-:25]=[N+]=[N-].[Na+].CN(C=O)C, predict the reaction product. The product is: [C:1]([CH:5]1[CH2:14][CH2:13][C:12]2[N:11]=[C:10]3[S:15][C:16]([C:18]4[NH:22][C:21]([CH2:23][NH2:25])=[CH:20][N:19]=4)=[CH:17][C:9]3=[CH:8][C:7]=2[CH2:6]1)([CH3:4])([CH3:3])[CH3:2]. (5) Given the reactants [NH2:1][C:2]1[O:3][CH2:4][C:5]2([N:27]=1)[CH:18]1[CH:13]([CH2:14][CH2:15][C:16](=O)[CH2:17]1)[O:12][C:11]1[C:6]2=[CH:7][C:8]([C:20]2[CH:21]=[N:22][CH:23]=[C:24]([Cl:26])[CH:25]=2)=[CH:9][CH:10]=1.[NH:28]1[CH2:32][CH2:31][CH2:30][CH2:29]1.[BH-](OC(C)=O)(OC(C)=O)OC(C)=O.[Na+], predict the reaction product. The product is: [Cl:26][C:24]1[CH:25]=[C:20]([C:8]2[CH:7]=[C:6]3[C:11]([O:12][CH:13]4[CH:18]([C:5]53[CH2:4][O:3][C:2]([NH2:1])=[N:27]5)[CH2:17][CH:16]([N:28]3[CH2:32][CH2:31][CH2:30][CH2:29]3)[CH2:15][CH2:14]4)=[CH:10][CH:9]=2)[CH:21]=[N:22][CH:23]=1.